Dataset: Human intestinal absorption (HIA) binary classification data from Hou et al.. Task: Regression/Classification. Given a drug SMILES string, predict its absorption, distribution, metabolism, or excretion properties. Task type varies by dataset: regression for continuous measurements (e.g., permeability, clearance, half-life) or binary classification for categorical outcomes (e.g., BBB penetration, CYP inhibition). Dataset: hia_hou. (1) The drug is CN(C(=O)C(Cl)Cl)c1ccc(O)cc1. The result is 1 (good absorption). (2) The drug is O=C1c2c(O)ccc(O)c2C(=O)c2c(NCCNCCO)ccc(NCCNCCO)c21. The result is 0 (poor absorption). (3) The drug is NC[C@H]1CC[C@@H](C(=O)O)CC1. The result is 1 (good absorption). (4) The drug is Cc1cc(C)nc(NS(=O)(=O)c2ccc(N)cc2)n1. The result is 1 (good absorption). (5) The molecule is CC(=O)NCCCS(=O)(=O)O. The result is 0 (poor absorption). (6) The drug is CN1CCN(CCCCN2C(=O)CN(/N=C/c3ccc(-c4ccc(Cl)cc4)o3)C2=O)CC1. The result is 1 (good absorption). (7) The result is 1 (good absorption). The drug is O=c1n(CCCN2CCN(c3cccc(Cl)c3)CC2)nc2ccccn12. (8) The molecule is O=c1[nH]c2cc(Cl)ccc2o1. The result is 1 (good absorption).